Dataset: Catalyst prediction with 721,799 reactions and 888 catalyst types from USPTO. Task: Predict which catalyst facilitates the given reaction. (1) Reactant: [Cl:1][C:2]1[CH:3]=[C:4]([CH:9]([CH:12]([OH:24])[C:13]2[CH:18]=[CH:17][CH:16]=[CH:15][C:14]=2[C:19]2[S:20][CH:21]=[CH:22][CH:23]=2)[C:10]#[N:11])[CH:5]=[CH:6][C:7]=1[Cl:8]. Product: [NH2:11][CH2:10][CH:9]([C:4]1[CH:5]=[CH:6][C:7]([Cl:8])=[C:2]([Cl:1])[CH:3]=1)[CH:12]([C:13]1[CH:18]=[CH:17][CH:16]=[CH:15][C:14]=1[C:19]1[S:20][CH:21]=[CH:22][CH:23]=1)[OH:24]. The catalyst class is: 1. (2) Reactant: [CH3:1][C:2]1[C:6]([C:7]2[CH:8]=[C:9]3[N:25]([CH3:26])[CH:24]=[CH:23][C:10]3=[N:11][C:12]=2[C@@H:13]([NH:15]C(=O)OC(C)(C)C)[CH3:14])=[C:5]([CH3:27])[NH:4][N:3]=1.[ClH:28]. Product: [ClH:28].[CH3:27][C:5]1[C:6]([C:7]2[CH:8]=[C:9]3[N:25]([CH3:26])[CH:24]=[CH:23][C:10]3=[N:11][C:12]=2[C@@H:13]([NH2:15])[CH3:14])=[C:2]([CH3:1])[NH:3][N:4]=1. The catalyst class is: 523. (3) The catalyst class is: 774. Reactant: C[Si]([N-][Si](C)(C)C)(C)C.[Li+].[Cl:11][C:12]1[CH:25]=[CH:24][CH:23]=[CH:22][C:13]=1[C:14]([NH:16][C:17]1[CH:21]=[CH:20][NH:19][N:18]=1)=[O:15].[F:26][C:27]1[CH:34]=[CH:33][CH:32]=[C:31]([C:35]([F:38])([F:37])[F:36])[C:28]=1[CH2:29]Br. Product: [Cl:11][C:12]1[CH:25]=[CH:24][CH:23]=[CH:22][C:13]=1[C:14]([NH:16][C:17]1[CH:21]=[CH:20][N:19]([CH2:29][C:28]2[C:31]([C:35]([F:36])([F:38])[F:37])=[CH:32][CH:33]=[CH:34][C:27]=2[F:26])[N:18]=1)=[O:15].